This data is from Reaction yield outcomes from USPTO patents with 853,638 reactions. The task is: Predict the reaction yield, written as a fraction of the theoretical maximum amount of product (1.0 means a 100% yield; for example, 0.34 means a 34% yield). (1) The reactants are C([N:4]1[C:12]2[C:7](=[CH:8][CH:9]=[C:10]([NH:13][C:14]([C:16]3[C:25](=[O:26])[C:24]4[C:19](=[CH:20][CH:21]=[CH:22][CH:23]=4)[NH:18][CH:17]=3)=[O:15])[CH:11]=2)[CH2:6][CH2:5]1)(=O)C.[OH-].[Na+]. The catalyst is C(O)C. The product is [NH:4]1[C:12]2[C:7](=[CH:8][CH:9]=[C:10]([NH:13][C:14]([C:16]3[C:25](=[O:26])[C:24]4[C:19](=[CH:20][CH:21]=[CH:22][CH:23]=4)[NH:18][CH:17]=3)=[O:15])[CH:11]=2)[CH2:6][CH2:5]1. The yield is 0.200. (2) The reactants are FC(F)(F)C(O)=O.[Cl:8][C:9]1[CH:10]=[C:11]2[C:19](=[C:20]([NH:22][C:23]([C@@H:25]3[CH2:30][O:29][C:28]([CH3:32])([CH3:31])[CH2:27][N:26]3[CH2:33][C@@H:34]([NH2:36])[CH3:35])=[O:24])[CH:21]=1)[NH:18][C:17]1[CH:16]=[N:15][CH:14]=[CH:13][C:12]2=1.[CH3:37][C:38]1[N:46]=[CH:45][CH:44]=[CH:43][C:39]=1[C:40](O)=[O:41].C([O-])(=O)C.[NH4+]. No catalyst specified. The product is [Cl:8][C:9]1[CH:10]=[C:11]2[C:19](=[C:20]([NH:22][C:23]([C@@H:25]3[CH2:30][O:29][C:28]([CH3:31])([CH3:32])[CH2:27][N:26]3[CH2:33][C@@H:34]([NH:36][C:40]([C:39]3[C:38]([CH3:37])=[N:46][CH:45]=[CH:44][CH:43]=3)=[O:41])[CH3:35])=[O:24])[CH:21]=1)[NH:18][C:17]1[CH:16]=[N:15][CH:14]=[CH:13][C:12]2=1. The yield is 0.750. (3) The reactants are [CH3:1][O:2][C:3](=[O:14])[C:4]1[CH:9]=[C:8]([N+:10]([O-])=O)[CH:7]=[CH:6][C:5]=1[CH3:13]. The catalyst is [Pd].CO.CCOC(C)=O. The product is [CH3:1][O:2][C:3](=[O:14])[C:4]1[CH:9]=[C:8]([NH2:10])[CH:7]=[CH:6][C:5]=1[CH3:13]. The yield is 0.990. (4) The reactants are [NH2:1][N:2]1[C:7](=[O:8])[C:6]([C:9]2[NH:14][C:13]3[CH:15]=[CH:16][CH:17]=[CH:18][C:12]=3[S:11](=[O:20])(=[O:19])[N:10]=2)=[C:5]([OH:21])[C:4]2[S:22][CH:23]=[CH:24][C:3]1=2.[CH:25](=O)[CH2:26][CH2:27][CH2:28][CH3:29]. The catalyst is CN(C)C(=O)C. The product is [O:19]=[S:11]1(=[O:20])[C:12]2[CH:18]=[CH:17][CH:16]=[CH:15][C:13]=2[NH:14][C:9]([C:6]2[C:7](=[O:8])[N:2]([N:1]=[CH:25][CH2:26][CH2:27][CH2:28][CH3:29])[C:3]3[CH:24]=[CH:23][S:22][C:4]=3[C:5]=2[OH:21])=[N:10]1. The yield is 0.700. (5) The reactants are [O:1]1[C:5]2[CH:6]=[CH:7][C:8]([CH:10]=[C:11]3[S:15][C:14](SC)=[N:13][C:12]3=[O:18])=[CH:9][C:4]=2[O:3][CH2:2]1.CC(C)([O-])C.[K+].CCCCCC.[N:31]#[C:32][NH2:33].[OH-].[K+].[K]. The catalyst is CN1C(=O)CCC1.O.CCOC(C)=O. The product is [O:1]1[C:5]2[CH:6]=[CH:7][C:8]([CH:10]=[C:11]3[S:15][C:14](=[N:33][C:32]#[N:31])[NH:13][C:12]3=[O:18])=[CH:9][C:4]=2[O:3][CH2:2]1. The yield is 0.510. (6) The reactants are [CH3:1][O:2][C:3]1[CH:4]=[C:5]([CH:11]2[CH2:16][NH:15][C:14](=O)[CH2:13][O:12]2)[CH:6]=[C:7]([O:9][CH3:10])[CH:8]=1.[H-].COCCO[Al+]OCCOC.[Na+].[H-].[OH-].[Na+]. The catalyst is C1(C)C=CC=CC=1. The product is [CH3:10][O:9][C:7]1[CH:6]=[C:5]([CH:11]2[O:12][CH2:13][CH2:14][NH:15][CH2:16]2)[CH:4]=[C:3]([O:2][CH3:1])[CH:8]=1. The yield is 0.580.